Dataset: Full USPTO retrosynthesis dataset with 1.9M reactions from patents (1976-2016). Task: Predict the reactants needed to synthesize the given product. Given the product [Cl:33][C:29]1[CH:28]=[C:27]([C:24]2[CH:25]=[CH:26][C:21]([CH2:20][C@@H:13]([NH:12][C:8]([C:5]3[S:4][C:3]([O:2][CH3:1])=[N:7][CH:6]=3)=[O:10])[CH2:14][C:15]([O:17][CH2:18][CH3:19])=[O:16])=[CH:22][CH:23]=2)[CH:32]=[CH:31][CH:30]=1, predict the reactants needed to synthesize it. The reactants are: [CH3:1][O:2][C:3]1[S:4][C:5]([C:8]([OH:10])=O)=[CH:6][N:7]=1.Cl.[NH2:12][C@H:13]([CH2:20][C:21]1[CH:26]=[CH:25][C:24]([C:27]2[CH:32]=[CH:31][CH:30]=[C:29]([Cl:33])[CH:28]=2)=[CH:23][CH:22]=1)[CH2:14][C:15]([O:17][CH2:18][CH3:19])=[O:16].CN(C(ON1N=NC2C=CC=NC1=2)=[N+](C)C)C.F[P-](F)(F)(F)(F)F.Cl.